Dataset: Full USPTO retrosynthesis dataset with 1.9M reactions from patents (1976-2016). Task: Predict the reactants needed to synthesize the given product. (1) Given the product [Cl:1][C:2]1[C:3]([N:13]2[CH2:18][CH2:17][N:16]([C:20]([NH:19][C:22]3[CH:27]=[C:26]([N+:28]([O-:30])=[O:29])[CH:25]=[C:24]([N+:31]([O-:33])=[O:32])[CH:23]=3)=[O:21])[CH2:15][CH2:14]2)=[N:4][CH:5]=[C:6]([CH:12]=1)[C:7]([O:9][CH2:10][CH3:11])=[O:8], predict the reactants needed to synthesize it. The reactants are: [Cl:1][C:2]1[C:3]([N:13]2[CH2:18][CH2:17][NH:16][CH2:15][CH2:14]2)=[N:4][CH:5]=[C:6]([CH:12]=1)[C:7]([O:9][CH2:10][CH3:11])=[O:8].[N:19]([C:22]1[CH:27]=[C:26]([N+:28]([O-:30])=[O:29])[CH:25]=[C:24]([N+:31]([O-:33])=[O:32])[CH:23]=1)=[C:20]=[O:21]. (2) Given the product [NH2:19][CH2:18][CH2:17][CH2:16][CH2:15][N:14]1[C:10]2[C:9]3[CH:8]=[CH:7][CH:6]=[CH:5][C:4]=3[N:3]=[C:2]([NH2:1])[C:11]=2[N:12]=[C:13]1[C:27]1[CH:32]=[CH:31][CH:30]=[CH:29][CH:28]=1, predict the reactants needed to synthesize it. The reactants are: [NH2:1][C:2]1[C:11]2[N:12]=[C:13]([C:27]3[CH:32]=[CH:31][CH:30]=[CH:29][CH:28]=3)[N:14]([CH2:15][CH2:16][CH2:17][CH2:18][NH:19]C(=O)OC(C)(C)C)[C:10]=2[C:9]2[CH:8]=[CH:7][CH:6]=[CH:5][C:4]=2[N:3]=1.Cl. (3) Given the product [CH2:1]([O:8][C:9]1[C:10]([C:25]2[O:38][C:29]([CH2:30][C:31]3[CH:32]=[CH:33][C:34]([F:37])=[CH:35][CH:36]=3)=[N:28][N:27]=2)=[N:11][N:12]2[C@@H:17]([C:18]3[CH:19]=[CH:20][CH:21]=[CH:22][CH:23]=3)[CH2:16][N:15]([CH3:24])[C:14](=[O:47])[C:13]=12)[C:2]1[CH:3]=[CH:4][CH:5]=[CH:6][CH:7]=1, predict the reactants needed to synthesize it. The reactants are: [CH2:1]([O:8][C:9]1[C:10]([C:25]([NH:27][NH:28][C:29](=[O:38])[CH2:30][C:31]2[CH:36]=[CH:35][C:34]([F:37])=[CH:33][CH:32]=2)=O)=[N:11][N:12]2[C@@H:17]([C:18]3[CH:23]=[CH:22][CH:21]=[CH:20][CH:19]=3)[CH2:16][N:15]([CH3:24])[CH2:14][C:13]=12)[C:2]1[CH:7]=[CH:6][CH:5]=[CH:4][CH:3]=1.CC[N+](S(N=C(OC)[O-])(=O)=[O:47])(CC)CC.